This data is from Reaction yield outcomes from USPTO patents with 853,638 reactions. The task is: Predict the reaction yield, written as a fraction of the theoretical maximum amount of product (1.0 means a 100% yield; for example, 0.34 means a 34% yield). (1) The reactants are [Br:1][C:2]1[CH:25]=[C:5]2[N:6]=[C:7]([CH3:24])[C:8]([C@H:18]([OH:23])[C:19]([O:21][CH3:22])=[O:20])=[C:9]([N:10]3[CH2:15][CH2:14][C:13]([CH3:17])([CH3:16])[CH2:12][CH2:11]3)[N:4]2[N:3]=1.Cl(O)(=O)(=O)=O.C([O-])(O)=O.[Na+]. The catalyst is C(Cl)Cl.C(OC(C)(C)C)(=O)C. The product is [Br:1][C:2]1[CH:25]=[C:5]2[N:6]=[C:7]([CH3:24])[C:8]([C@H:18]([O:23][C:8]([CH3:18])([CH3:9])[CH3:7])[C:19]([O:21][CH3:22])=[O:20])=[C:9]([N:10]3[CH2:15][CH2:14][C:13]([CH3:17])([CH3:16])[CH2:12][CH2:11]3)[N:4]2[N:3]=1. The yield is 0.430. (2) The reactants are C[O:2][C:3]([C:5]1[CH:6]=[C:7]([O:11][C:12]([N:14]2[CH2:18][C@@H:17]([N:19]([CH2:32][C:33]3[CH:38]=[C:37]([C:39]([F:42])([F:41])[F:40])[CH:36]=[C:35]([C:43]([F:46])([F:45])[F:44])[CH:34]=3)[C:20]3[N:25]=[CH:24][C:23]([C:26]4[CH:27]=[N:28][N:29]([CH3:31])[CH:30]=4)=[CH:22][N:21]=3)[CH2:16][C@H:15]2[CH2:47][CH3:48])=[O:13])[CH:8]=[CH:9][CH:10]=1)=[O:4].Cl.O1CCOCC1. The catalyst is O.CCOCC. The product is [C:3]([C:5]1[CH:6]=[C:7]([O:11][C:12]([N:14]2[CH2:18][C@@H:17]([N:19]([CH2:32][C:33]3[CH:34]=[C:35]([C:43]([F:44])([F:45])[F:46])[CH:36]=[C:37]([C:39]([F:41])([F:42])[F:40])[CH:38]=3)[C:20]3[N:25]=[CH:24][C:23]([C:26]4[CH:27]=[N:28][N:29]([CH3:31])[CH:30]=4)=[CH:22][N:21]=3)[CH2:16][C@H:15]2[CH2:47][CH3:48])=[O:13])[CH:8]=[CH:9][CH:10]=1)([OH:4])=[O:2]. The yield is 0.330.